From a dataset of Full USPTO retrosynthesis dataset with 1.9M reactions from patents (1976-2016). Predict the reactants needed to synthesize the given product. Given the product [Br:11][C:9]1[CH:10]=[C:2]2[C:3]([C:4](=[O:6])[N:17]3[CH2:18][CH:13]([CH3:12])[N:14]([C:20]([O:22][CH2:23][CH:24]4[C:36]5[CH:35]=[CH:34][CH:33]=[CH:32][C:31]=5[C:30]5[C:25]4=[CH:26][CH:27]=[CH:28][CH:29]=5)=[O:21])[CH2:15][C:16]3=[N:1]2)=[CH:7][CH:8]=1, predict the reactants needed to synthesize it. The reactants are: [NH2:1][C:2]1[CH:10]=[C:9]([Br:11])[CH:8]=[CH:7][C:3]=1[C:4]([OH:6])=O.[CH3:12][CH:13]1[CH2:18][NH:17][C:16](=O)[CH2:15][N:14]1[C:20]([O:22][CH2:23][CH:24]1[C:36]2[CH:35]=[CH:34][CH:33]=[CH:32][C:31]=2[C:30]2[C:25]1=[CH:26][CH:27]=[CH:28][CH:29]=2)=[O:21].P(Cl)(Cl)(Cl)=O.